This data is from Full USPTO retrosynthesis dataset with 1.9M reactions from patents (1976-2016). The task is: Predict the reactants needed to synthesize the given product. (1) Given the product [CH3:25][C:19]1[CH:20]=[N:21][CH:22]=[C:23]([CH3:24])[C:18]=1[NH:17][C:11]1[C:10]2[C:15](=[C:6]([OH:5])[C:7]([O:26][CH3:27])=[CH:8][CH:9]=2)[NH:14][C:13](=[O:16])[CH:12]=1, predict the reactants needed to synthesize it. The reactants are: C1(C[O:5][C:6]2[C:7]([O:26][CH3:27])=[CH:8][CH:9]=[C:10]3[C:15]=2[NH:14][C:13](=[O:16])[CH:12]=[C:11]3[NH:17][C:18]2[C:23]([CH3:24])=[CH:22][N:21]=[CH:20][C:19]=2[CH3:25])CC1.Cl.P([O-])([O-])([O-])=O.[OH-].[Na+]. (2) Given the product [Cl:19][C:20]1[N:29]=[CH:28][C:27]2[N:26]3[CH:2]=[N:1][C:3]([C:4]([O:6][CH2:7][CH3:8])=[O:5])=[C:25]3[C@@H:24]([CH2:31][CH3:32])[N:23]([CH:33]3[CH2:37][CH2:36][CH2:35][CH2:34]3)[C:22]=2[N:21]=1, predict the reactants needed to synthesize it. The reactants are: [N+:1]([CH2:3][C:4]([O:6][CH2:7][CH3:8])=[O:5])#[C-:2].C([N-]C(C)C)(C)C.[Li+].[H-].[Na+].[Cl:19][C:20]1[N:29]=[CH:28][C:27]2[NH:26][C:25](=O)[C@@H:24]([CH2:31][CH3:32])[N:23]([CH:33]3[CH2:37][CH2:36][CH2:35][CH2:34]3)[C:22]=2[N:21]=1.P(OCl)(OCC)(OCC)=O.C(O)(=O)C.